This data is from Catalyst prediction with 721,799 reactions and 888 catalyst types from USPTO. The task is: Predict which catalyst facilitates the given reaction. (1) Reactant: [C:1]([O:5][C:6]([NH:8][C:9]1[CH:14]=[C:13]([CH2:15][C:16](OCC)=[O:17])[CH:12]=[CH:11][N:10]=1)=[O:7])([CH3:4])([CH3:3])[CH3:2].[Li+].[BH4-].CO. Product: [OH:17][CH2:16][CH2:15][C:13]1[CH:12]=[CH:11][N:10]=[C:9]([NH:8][C:6](=[O:7])[O:5][C:1]([CH3:3])([CH3:2])[CH3:4])[CH:14]=1. The catalyst class is: 1. (2) Reactant: [CH:1]1([C:4]2[O:5][C:6]3[C:7](=[C:9]([C:21]#[N:22])[C:10]([CH3:20])=[C:11]([C:14]4[CH:19]=[CH:18][CH:17]=[CH:16][CH:15]=4)[C:12]=3F)[N:8]=2)[CH2:3][CH2:2]1.C(N(CC)CC)C.[CH3:30][NH:31][C@H:32]1[CH2:36][CH2:35][NH:34][CH2:33]1.C(=O)([O-])O.[Na+]. Product: [CH:1]1([C:4]2[O:5][C:6]3[C:7](=[C:9]([C:21]#[N:22])[C:10]([CH3:20])=[C:11]([C:14]4[CH:19]=[CH:18][CH:17]=[CH:16][CH:15]=4)[C:12]=3[N:34]3[CH2:35][CH2:36][C@H:32]([NH:31][CH3:30])[CH2:33]3)[N:8]=2)[CH2:3][CH2:2]1. The catalyst class is: 148. (3) Reactant: Cl[C:2]1[N:3]=[N+:4]([O-:12])[C:5]2[CH:11]=[CH:10][CH:9]=[CH:8][C:6]=2[N:7]=1.[CH2:13]([Sn](CCCC)(CCCC)CCCC)[CH:14]=[CH2:15]. Product: [CH2:15]([C:2]1[N:3]=[N+:4]([O-:12])[C:5]2[CH:11]=[CH:10][CH:9]=[CH:8][C:6]=2[N:7]=1)[CH:14]=[CH2:13]. The catalyst class is: 104. (4) Reactant: [CH3:1][O:2][C:3]1[CH:4]=[C:5]([C:11](=O)[CH2:12][C:13]2[CH:18]=[CH:17][N:16]=[C:15]([Cl:19])[N:14]=2)[CH:6]=[C:7]([O:9][CH3:10])[CH:8]=1.C1C(=O)N(Br)C(=O)C1.[CH3:29][NH:30][C:31]([NH2:33])=[S:32]. Product: [CH3:1][O:2][C:3]1[CH:4]=[C:5]([C:11]2[N:33]=[C:31]([NH:30][CH3:29])[S:32][C:12]=2[C:13]2[CH:18]=[CH:17][N:16]=[C:15]([Cl:19])[N:14]=2)[CH:6]=[C:7]([O:9][CH3:10])[CH:8]=1. The catalyst class is: 2. (5) Reactant: [Cl:1][C:2]1[CH:3]=[C:4]([C:9]2([F:15])[CH2:13][CH2:12][O:11][C:10]2=[O:14])[CH:5]=[CH:6][C:7]=1[Cl:8].[C:16](O)(=O)C.[BrH:20].O=S(Cl)Cl. Product: [CH3:16][O:11][C:10](=[O:14])[C:9]([C:4]1[CH:5]=[CH:6][C:7]([Cl:8])=[C:2]([Cl:1])[CH:3]=1)([F:15])[CH2:13][CH2:12][Br:20]. The catalyst class is: 5. (6) The catalyst class is: 8. Product: [CH2:37]([O:44][C:45]1[CH:50]=[CH:49][C:48]([C:51]2[CH:52]=[CH:16][C:15]3[C:10](=[CH:11][CH:12]=[C:13]([C:18]4[N:22]([CH:23]5[CH2:24][CH2:25][CH2:26][CH2:27][CH2:28]5)[C:21]5[CH:29]=[CH:30][C:31]([C:33]([OH:35])=[O:34])=[CH:32][C:20]=5[N:19]=4)[CH:14]=3)[N:9]=2)=[C:47]([OH:54])[C:46]=1[CH3:55])[C:38]1[CH:43]=[CH:42][CH:41]=[CH:40][CH:39]=1. Reactant: BrC1C=CC(O)=C(C2C=[CH:16][C:15]3[C:10](=[CH:11][CH:12]=[C:13]([C:18]4[N:22]([CH:23]5[CH2:28][CH2:27][CH2:26][CH2:25][CH2:24]5)[C:21]5[CH:29]=[CH:30][C:31]([C:33]([OH:35])=[O:34])=[CH:32][C:20]=5[N:19]=4)[CH:14]=3)[N:9]=2)C=1.[CH2:37]([O:44][C:45]1[CH:50]=[CH:49][C:48]([C:51](=O)[CH3:52])=[C:47]([OH:54])[C:46]=1[CH3:55])[C:38]1[CH:43]=[CH:42][CH:41]=[CH:40][CH:39]=1.[OH-].[K+]. (7) Reactant: C(OO)(=[O:3])C.[CH2:6]([O:13][C:14]1[CH:23]=[CH:22][C:21]2[N:20]=[CH:19][C:18]3[N:24]=[C:25]([CH2:32][O:33][CH2:34][CH3:35])[N:26]([CH2:27][C:28]([CH3:31])([OH:30])[CH3:29])[C:17]=3[C:16]=2[CH:15]=1)[C:7]1[CH:12]=[CH:11][CH:10]=[CH:9][CH:8]=1. Product: [CH2:6]([O:13][C:14]1[CH:23]=[CH:22][C:21]2[N+:20]([O-:3])=[CH:19][C:18]3[N:24]=[C:25]([CH2:32][O:33][CH2:34][CH3:35])[N:26]([CH2:27][C:28]([CH3:29])([OH:30])[CH3:31])[C:17]=3[C:16]=2[CH:15]=1)[C:7]1[CH:12]=[CH:11][CH:10]=[CH:9][CH:8]=1. The catalyst class is: 13.